This data is from Forward reaction prediction with 1.9M reactions from USPTO patents (1976-2016). The task is: Predict the product of the given reaction. (1) Given the reactants [O:1]=[C:2]1[N:6]([CH:7]([CH2:11][C:12]2[CH:17]=[CH:16][CH:15]=[CH:14][CH:13]=2)[C:8]([OH:10])=[O:9])[C:5](=[S:18])[NH:4][CH2:3]1.[F:19][C:20]([F:36])([F:35])[O:21][C:22]1[CH:27]=[CH:26][C:25]([C:28]2[S:32][C:31]([CH:33]=O)=[CH:30][CH:29]=2)=[CH:24][CH:23]=1.NCCC(O)=O.CO.C(Cl)Cl, predict the reaction product. The product is: [F:36][C:20]([F:19])([F:35])[O:21][C:22]1[CH:23]=[CH:24][C:25]([C:28]2[S:32][C:31]([CH:33]=[C:3]3[C:2](=[O:1])[N:6]([CH:7]([CH2:11][C:12]4[CH:17]=[CH:16][CH:15]=[CH:14][CH:13]=4)[C:8]([OH:10])=[O:9])[C:5](=[S:18])[NH:4]3)=[CH:30][CH:29]=2)=[CH:26][CH:27]=1. (2) The product is: [OH:27][CH2:28][C:29]([NH:32][S:33]([C:36]1[S:40][C:39]([NH:41][C:12]([C:11]2[CH:10]=[N:9][N:8]3[C:3]([CH:2]([F:1])[F:26])=[CH:4][C:5]([C:15]4[CH:20]=[CH:19][C:18]([C:21]([F:23])([F:22])[F:24])=[C:17]([CH3:25])[CH:16]=4)=[N:6][C:7]=23)=[O:14])=[N:38][C:37]=1[CH3:42])(=[O:35])=[O:34])([CH3:31])[CH3:30]. Given the reactants [F:1][CH:2]([F:26])[C:3]1[N:8]2[N:9]=[CH:10][C:11]([C:12]([OH:14])=O)=[C:7]2[N:6]=[C:5]([C:15]2[CH:20]=[CH:19][C:18]([C:21]([F:24])([F:23])[F:22])=[C:17]([CH3:25])[CH:16]=2)[CH:4]=1.[OH:27][CH2:28][C:29]([NH:32][S:33]([C:36]1[S:40][C:39]([NH2:41])=[N:38][C:37]=1[CH3:42])(=[O:35])=[O:34])([CH3:31])[CH3:30], predict the reaction product. (3) Given the reactants Br[C:2]1[CH:3]=[C:4]([N+:9]([O-:11])=[O:10])[CH:5]=[C:6]([Cl:8])[CH:7]=1.[CH3:12][N:13]1[CH:17]=[CH:16][N:15]=[C:14]1[CH3:18].C(=O)([O-])[O-].[K+].[K+], predict the reaction product. The product is: [Cl:8][C:6]1[CH:7]=[C:2]([C:17]2[N:13]([CH3:12])[C:14]([CH3:18])=[N:15][CH:16]=2)[CH:3]=[C:4]([N+:9]([O-:11])=[O:10])[CH:5]=1. (4) Given the reactants [CH:1]1([N:4]2[CH2:9][CH2:8][N:7](C(OC(C)(C)C)=O)[CH2:6][CH2:5]2)[CH2:3][CH2:2]1.O1CCOCC1, predict the reaction product. The product is: [CH:1]1([N:4]2[CH2:9][CH2:8][NH:7][CH2:6][CH2:5]2)[CH2:3][CH2:2]1. (5) Given the reactants [N:1]1[CH:6]=[CH:5][CH:4]=[CH:3][C:2]=1[CH2:7][CH2:8][NH:9][C:10]([C:12]1[C:13](C2C=CC=CC=2CN)=[CH:14][CH:15]=[CH:16][CH:17]=1)=[O:11].[C:26]1(S(Cl)(=O)=O)[CH:31]=[CH:30][CH:29]=[CH:28][CH:27]=1.N1C=CC=CC=1CCNC(C1C(C2C=CC=CC=2[CH2:59][NH:60][S:61]([C:64]2[CH:69]=[CH:68][CH:67]=[CH:66][CH:65]=2)(=[O:63])=[O:62])=CC=CC=1)=O, predict the reaction product. The product is: [N:1]1[CH:6]=[CH:5][CH:4]=[CH:3][C:2]=1[CH2:7][CH2:8][NH:9][C:10]([C:12]1[C:13]([C:26]2[CH:31]=[CH:30][CH:29]=[CH:28][CH:27]=2)=[CH:14][CH:15]=[CH:16][C:17]=1[CH2:59][NH:60][S:61]([C:64]1[CH:65]=[CH:66][CH:67]=[CH:68][CH:69]=1)(=[O:62])=[O:63])=[O:11]. (6) The product is: [Cl:8][C:7]1[C:6](=[O:9])[N:5]([CH2:17][CH2:18][CH3:19])[N:4]=[CH:3][C:2]=1[Cl:1]. Given the reactants [Cl:1][C:2]1[CH:3]=[N:4][NH:5][C:6](=[O:9])[C:7]=1[Cl:8].C(=O)([O-])[O-].[K+].[K+].I[CH2:17][CH2:18][CH3:19].O, predict the reaction product. (7) Given the reactants [N:1]1([C@@H:5]([CH3:8])[CH2:6][OH:7])[CH2:4][CH2:3][CH2:2]1.[CH3:9][C:10]([Si:13](Cl)([CH3:15])[CH3:14])([CH3:12])[CH3:11], predict the reaction product. The product is: [Si:13]([O:7][CH2:6][C@@H:5]([N:1]1[CH2:4][CH2:3][CH2:2]1)[CH3:8])([C:10]([CH3:12])([CH3:11])[CH3:9])([CH3:15])[CH3:14]. (8) Given the reactants [CH2:1]([O:3][C:4](=[O:32])[C:5]([CH3:31])([CH3:30])[CH2:6][C:7]1[N:8]([CH2:22][C:23]2[CH:28]=[CH:27][C:26](Br)=[CH:25][CH:24]=2)[C:9]2[C:14]([C:15]=1[S:16][C:17]([CH3:20])([CH3:19])[CH3:18])=[CH:13][C:12]([OH:21])=[CH:11][CH:10]=2)[CH3:2].[B:33]1([B:33]2[O:37][C:36]([CH3:39])([CH3:38])[C:35]([CH3:41])([CH3:40])[O:34]2)[O:37][C:36]([CH3:39])([CH3:38])[C:35]([CH3:41])([CH3:40])[O:34]1.C([O-])(=O)C.[K+], predict the reaction product. The product is: [C:17]([S:16][C:15]1[C:14]2[C:9](=[CH:10][CH:11]=[C:12]([OH:21])[CH:13]=2)[N:8]([CH2:22][C:23]2[CH:28]=[CH:27][C:26]([B:33]3[O:37][C:36]([CH3:39])([CH3:38])[C:35]([CH3:41])([CH3:40])[O:34]3)=[CH:25][CH:24]=2)[C:7]=1[CH2:6][C:5]([CH3:31])([CH3:30])[C:4]([O:3][CH2:1][CH3:2])=[O:32])([CH3:20])([CH3:19])[CH3:18].